This data is from Reaction yield outcomes from USPTO patents with 853,638 reactions. The task is: Predict the reaction yield, written as a fraction of the theoretical maximum amount of product (1.0 means a 100% yield; for example, 0.34 means a 34% yield). The reactants are [NH2:1][C:2]1[N:7]=[CH:6][N:5]=[C:4]([NH:8][C@H:9]([C:11]2[N:16]([C:17]3[CH:22]=[CH:21][CH:20]=[CH:19][CH:18]=3)[C:15](=[O:23])[C:14]3=[C:24]([CH3:27])[CH:25]=[CH:26][N:13]3[N:12]=2)[CH3:10])[C:3]=1Br.[CH3:29][S:30]([NH:33][C:34]1[CH:35]=[C:36](B(O)O)[CH:37]=[C:38]([CH:40]([F:42])[F:41])[CH:39]=1)(=[O:32])=[O:31].C(=O)([O-])[O-].[Cs+].[Cs+]. The catalyst is O1CCOCC1.C(OCC)(=O)C. The product is [NH2:1][C:2]1[C:3]([C:36]2[CH:35]=[C:34]([NH:33][S:30]([CH3:29])(=[O:31])=[O:32])[CH:39]=[C:38]([CH:40]([F:42])[F:41])[CH:37]=2)=[C:4]([NH:8][C@H:9]([C:11]2[N:16]([C:17]3[CH:22]=[CH:21][CH:20]=[CH:19][CH:18]=3)[C:15](=[O:23])[C:14]3=[C:24]([CH3:27])[CH:25]=[CH:26][N:13]3[N:12]=2)[CH3:10])[N:5]=[CH:6][N:7]=1. The yield is 0.170.